Dataset: Full USPTO retrosynthesis dataset with 1.9M reactions from patents (1976-2016). Task: Predict the reactants needed to synthesize the given product. Given the product [CH3:15][C:10]1([C:8]2[S:9][C:5]([CH2:4][N:21]3[CH:20]=[C:19]([N+:16]([O-:18])=[O:17])[CH:23]=[N:22]3)=[CH:6][N:7]=2)[O:14][CH2:13][CH2:12][O:11]1, predict the reactants needed to synthesize it. The reactants are: N#N.Cl[CH2:4][C:5]1[S:9][C:8]([C:10]2([CH3:15])[O:14][CH2:13][CH2:12][O:11]2)=[N:7][CH:6]=1.[N+:16]([C:19]1[CH:20]=[N:21][NH:22][CH:23]=1)([O-:18])=[O:17].C([O-])([O-])=O.[K+].[K+].[Br-].